Dataset: Forward reaction prediction with 1.9M reactions from USPTO patents (1976-2016). Task: Predict the product of the given reaction. (1) Given the reactants [NH:1]1[O:6][CH2:5][S:4][CH2:3][CH:2]1[C:7]([OH:9])=[O:8].[N+](=[CH2:12])=[N-], predict the reaction product. The product is: [CH3:12][O:8][C:7]([CH:2]1[CH2:3][S:4][CH2:5][O:6][NH:1]1)=[O:9]. (2) Given the reactants [NH2:1][C:2]1[CH:18]=[CH:17][C:5]2[N:6]=[C:7]([NH:10][CH2:11][CH:12](OC)OC)[CH2:8][O:9][C:4]=2[C:3]=1[C:19]([O:21][CH3:22])=[O:20], predict the reaction product. The product is: [NH2:1][C:2]1[CH:18]=[CH:17][C:5]2[N:6]3[CH:12]=[CH:11][N:10]=[C:7]3[CH2:8][O:9][C:4]=2[C:3]=1[C:19]([O:21][CH3:22])=[O:20]. (3) Given the reactants I[C:2]1[CH:7]=[CH:6][CH:5]=[CH:4][C:3]=1[CH3:8].[C:9]([Si:11]([CH3:14])([CH3:13])[CH3:12])#[CH:10], predict the reaction product. The product is: [CH3:12][Si:11]([CH3:14])([CH3:13])[C:9]#[C:10][C:2]1[CH:7]=[CH:6][CH:5]=[CH:4][C:3]=1[CH3:8].